This data is from CYP2D6 inhibition data for predicting drug metabolism from PubChem BioAssay. The task is: Regression/Classification. Given a drug SMILES string, predict its absorption, distribution, metabolism, or excretion properties. Task type varies by dataset: regression for continuous measurements (e.g., permeability, clearance, half-life) or binary classification for categorical outcomes (e.g., BBB penetration, CYP inhibition). Dataset: cyp2d6_veith. The drug is COc1ccc2[nH]c3c(c2c1)CCNC3. The result is 1 (inhibitor).